From a dataset of M1 muscarinic receptor antagonist screen with 61,756 compounds. Binary Classification. Given a drug SMILES string, predict its activity (active/inactive) in a high-throughput screening assay against a specified biological target. The molecule is Clc1cc(C2C3=C(N(C=4CC(CC(=O)C24)(C)C)CCN2CCOCC2)CC(CC3=O)(C)C)ccc1. The result is 0 (inactive).